Dataset: Forward reaction prediction with 1.9M reactions from USPTO patents (1976-2016). Task: Predict the product of the given reaction. Given the reactants [C:1]([CH:4]1[C:13](=O)[C:12]2[C:7](=[C:8]([N+:15]([O-:17])=[O:16])[CH:9]=[CH:10][CH:11]=2)[N:6]=[CH:5]1)(O)=[O:2].S(Cl)([Cl:20])=O.[NH3:22], predict the reaction product. The product is: [C:1]([C:4]1[CH:5]=[N:6][C:7]2[C:12]([C:13]=1[Cl:20])=[CH:11][CH:10]=[CH:9][C:8]=2[N+:15]([O-:17])=[O:16])(=[O:2])[NH2:22].